Dataset: Full USPTO retrosynthesis dataset with 1.9M reactions from patents (1976-2016). Task: Predict the reactants needed to synthesize the given product. (1) Given the product [OH:32][C:31]1[CH:2]=[CH:3][C:4]2[N:8]=[CH:7][N:6]([C:9]3[S:13][C:12]([C:14]([O:16][CH3:17])=[O:15])=[C:11]([O:18][CH2:19][C:20]4[CH:25]=[CH:24][CH:23]=[CH:22][C:21]=4[C:26]([F:27])([F:29])[F:28])[CH:10]=3)[C:5]=2[CH:30]=1, predict the reactants needed to synthesize it. The reactants are: O[C:2]1[C:31]([O:32]C)=[CH:30][C:5]2[N:6]([C:9]3[S:13][C:12]([C:14]([O:16][CH3:17])=[O:15])=[C:11]([O:18][CH2:19][C:20]4[CH:25]=[CH:24][CH:23]=[CH:22][C:21]=4[C:26]([F:29])([F:28])[F:27])[CH:10]=3)[CH:7]=[N:8][C:4]=2[CH:3]=1.CC([Si](C1C=CC=CC=1)(C1C=CC=CC=1)OC1C(C2SC(C(OC)=O)=C(OCC3C=CC=CC=3C(F)(F)F)C=2)C=C2N=CN=C2C=1)(C)C.[F-].C([N+](CCCC)(CCCC)CCCC)CCC. (2) Given the product [Cl:15][C:16]1[CH:17]=[CH:18][C:19]([C:22]2[CH:23]=[CH:24][C:25]([C:28]#[C:29][C:30]3[CH:35]=[CH:34][C:33](/[CH:36]=[CH:37]/[CH2:38][N:39]([CH:40]4[CH2:41][CH2:42][CH2:43][CH2:44]4)[CH2:2][CH2:3][CH2:4][OH:5])=[CH:32][CH:31]=3)=[N:26][CH:27]=2)=[CH:20][CH:21]=1, predict the reactants needed to synthesize it. The reactants are: Br[CH2:2][CH2:3][CH2:4][OH:5].C(N(C(C)C)C(C)C)C.[Cl:15][C:16]1[CH:21]=[CH:20][C:19]([C:22]2[CH:23]=[CH:24][C:25]([C:28]#[C:29][C:30]3[CH:35]=[CH:34][C:33](/[CH:36]=[CH:37]/[CH2:38][NH:39][CH:40]4[CH2:44][CH2:43][CH2:42][CH2:41]4)=[CH:32][CH:31]=3)=[N:26][CH:27]=2)=[CH:18][CH:17]=1.C(=O)(O)[O-].[Na+]. (3) Given the product [CH:1]1([C:7]2[CH:8]=[C:9]([CH:12]=[O:13])[S:10][CH:11]=2)[CH2:2][CH2:3][CH2:4][CH2:5][CH2:6]1, predict the reactants needed to synthesize it. The reactants are: [C:1]1([C:7]2[CH:8]=[C:9]([CH:12]=[O:13])[S:10][CH:11]=2)[CH2:6][CH2:5][CH2:4][CH2:3][CH:2]=1. (4) Given the product [C:1]([N:4]1[C:12]2[C:7](=[CH:8][CH:9]=[C:10]([OH:13])[CH:11]=2)[C:6]([CH2:15][C:16]([O:18][CH3:19])=[O:17])=[CH:5]1)(=[O:3])[CH3:2], predict the reactants needed to synthesize it. The reactants are: [C:1]([N:4]1[C:12]2[C:7](=[CH:8][CH:9]=[C:10]([O:13]C)[CH:11]=2)[C:6]([CH2:15][C:16]([O:18][CH3:19])=[O:17])=[CH:5]1)(=[O:3])[CH3:2].B(Br)(Br)Br. (5) Given the product [CH3:14][O:13][C:10]1[C:9]([O:15][CH3:16])=[CH:8][C:7]([S:6][CH:5]([C:4]2[CH:17]=[CH:18][CH:19]=[CH:2][CH:3]=2)[CH3:21])=[CH:12][N:11]=1, predict the reactants needed to synthesize it. The reactants are: Cl[C:2]1[CH:3]=[C:4]([CH:17]=[CH:18][CH:19]=1)[CH2:5][S:6][C:7]1[CH:8]=[C:9]([O:15][CH3:16])[C:10]([O:13][CH3:14])=[N:11][CH:12]=1.Br[CH:21](C1C=CC=CC=1)C. (6) Given the product [CH3:11][CH:10]([CH3:12])[CH2:9][C@@H:8]([C:13]1[CH:14]=[CH:15][C:16]([C:19]2[CH:24]=[CH:23][C:22]([C:25]([F:28])([F:26])[F:27])=[CH:21][N:20]=2)=[CH:17][CH:18]=1)[NH2:7], predict the reactants needed to synthesize it. The reactants are: CC([S@@]([NH:7][C@H:8]([C:13]1[CH:18]=[CH:17][C:16]([C:19]2[CH:24]=[CH:23][C:22]([C:25]([F:28])([F:27])[F:26])=[CH:21][N:20]=2)=[CH:15][CH:14]=1)[CH2:9][CH:10]([CH3:12])[CH3:11])=O)(C)C.Cl.C(OCC)C. (7) Given the product [CH3:16][O:15][CH2:14][CH2:13][O:12][C:9]1[CH:10]=[CH:11][C:6]([CH:2]2[NH:1][C:17]3([CH2:22][CH2:21][CH2:20][CH2:19][CH2:18]3)[NH:5][C:3]2=[O:4])=[CH:7][CH:8]=1, predict the reactants needed to synthesize it. The reactants are: [NH2:1][CH:2]([C:6]1[CH:11]=[CH:10][C:9]([O:12][CH2:13][CH2:14][O:15][CH3:16])=[CH:8][CH:7]=1)[C:3]([NH2:5])=[O:4].[C:17]1(=O)[CH2:22][CH2:21][CH2:20][CH2:19][CH2:18]1. (8) Given the product [O:1]1[CH2:6][CH2:5][CH2:4][CH2:3][CH:2]1[N:7]1[C:15]2[C:10](=[CH:11][C:12]([CH:16]([CH3:17])[C:18]([F:21])([F:19])[F:20])=[CH:13][CH:14]=2)[C:9]([C:22]2[N:27]=[C:26]([O:28][C@H:29]3[CH2:36][N:35]([C:37]([O:39][C:40]([CH3:41])([CH3:43])[CH3:42])=[O:38])[CH2:34][CH2:33][C:30]43[CH2:32][CH2:31]4)[CH:25]=[N:24][CH:23]=2)=[N:8]1, predict the reactants needed to synthesize it. The reactants are: [O:1]1[CH2:6][CH2:5][CH2:4][CH2:3][CH:2]1[N:7]1[C:15]2[C:10](=[CH:11][C:12]([C:16]([C:18]([F:21])([F:20])[F:19])=[CH2:17])=[CH:13][CH:14]=2)[C:9]([C:22]2[N:27]=[C:26]([O:28][C@H:29]3[CH2:36][N:35]([C:37]([O:39][C:40]([CH3:43])([CH3:42])[CH3:41])=[O:38])[CH2:34][CH2:33][C:30]43[CH2:32][CH2:31]4)[CH:25]=[N:24][CH:23]=2)=[N:8]1. (9) Given the product [C:25]([O:29][C:30]([N:32]1[CH2:37][CH2:36][N:35]([C:38]2[CH:39]=[N:40][C:41]([NH:44][C:13]3[N:14]=[CH:15][C:10]4[CH:9]=[C:8]([CH2:19][CH2:20][O:21][CH2:22][CH3:23])[C:7](=[O:24])[N:6]([CH:1]5[CH2:5][CH2:4][CH2:3][CH2:2]5)[C:11]=4[N:12]=3)=[CH:42][CH:43]=2)[CH2:34][CH2:33]1)=[O:31])([CH3:28])([CH3:26])[CH3:27], predict the reactants needed to synthesize it. The reactants are: [CH:1]1([N:6]2[C:11]3[N:12]=[C:13](S(C)=O)[N:14]=[CH:15][C:10]=3[CH:9]=[C:8]([CH2:19][CH2:20][O:21][CH2:22][CH3:23])[C:7]2=[O:24])[CH2:5][CH2:4][CH2:3][CH2:2]1.[C:25]([O:29][C:30]([N:32]1[CH2:37][CH2:36][N:35]([C:38]2[CH:39]=[N:40][C:41]([NH2:44])=[CH:42][CH:43]=2)[CH2:34][CH2:33]1)=[O:31])([CH3:28])([CH3:27])[CH3:26]. (10) Given the product [Cl:31][C:26]1[C:25]([F:32])=[C:24]([NH:23][C:11]2[C:10]3[C:15](=[CH:16][C:17]([O:18][CH2:19][CH2:20][O:21][CH3:22])=[C:8]([NH:7][C:5](=[O:6])/[CH:4]=[CH:3]/[CH2:2][N:41]4[CH2:40][C@H:39]5[O:34][CH2:35][CH2:36][O:37][C@H:38]5[CH2:42]4)[CH:9]=3)[N:14]=[CH:13][N:12]=2)[CH:29]=[CH:28][C:27]=1[Cl:30], predict the reactants needed to synthesize it. The reactants are: Br[CH2:2]/[CH:3]=[CH:4]/[C:5]([NH:7][C:8]1[CH:9]=[C:10]2[C:15](=[CH:16][C:17]=1[O:18][CH2:19][CH2:20][O:21][CH3:22])[N:14]=[CH:13][N:12]=[C:11]2[NH:23][C:24]1[CH:29]=[CH:28][C:27]([Cl:30])=[C:26]([Cl:31])[C:25]=1[F:32])=[O:6].Cl.[O:34]1[C@H:39]2[CH2:40][NH:41][CH2:42][C@H:38]2[O:37][CH2:36][CH2:35]1.CCN(C(C)C)C(C)C.O.